Predict the product of the given reaction. From a dataset of Forward reaction prediction with 1.9M reactions from USPTO patents (1976-2016). (1) Given the reactants [CH3:1][C:2]1([CH3:15])[CH2:7][CH2:6][N:5]([C:8]2[CH:9]=[N:10][C:11]([OH:14])=[CH:12][CH:13]=2)[CH2:4][CH2:3]1.[CH3:16][N:17]([C:21]1[CH:26]=[CH:25][CH:24]=[CH:23][CH:22]=1)[C:18](Cl)=[O:19].N12CCN(CC1)CC2.CCCCCCC, predict the reaction product. The product is: [CH3:1][C:2]1([CH3:15])[CH2:3][CH2:4][N:5]([C:8]2[CH:9]=[N:10][C:11]([O:14][C:18](=[O:19])[N:17]([CH3:16])[C:21]3[CH:26]=[CH:25][CH:24]=[CH:23][CH:22]=3)=[CH:12][CH:13]=2)[CH2:6][CH2:7]1. (2) Given the reactants [Cl:1][C:2]1[CH:3]=[C:4]([CH:26]=[CH:27][CH:28]=1)[O:5][CH2:6][C:7]1[NH:25][C:10]2[N:11]=[C:12]([C:19]3[CH:24]=[CH:23][CH:22]=[CH:21][CH:20]=3)[N:13]=[C:14]([NH:15][CH:16](N)[CH3:17])[C:9]=2[CH:8]=1.Cl[C:30]([N:32]([CH3:34])[CH3:33])=[O:31].C[N:36](C=O)C, predict the reaction product. The product is: [Cl:1][C:2]1[CH:3]=[C:4]([CH:26]=[CH:27][CH:28]=1)[O:5][CH2:6][C:7]1[NH:25][C:10]2[N:11]=[C:12]([C:19]3[CH:20]=[CH:21][CH:22]=[CH:23][CH:24]=3)[N:13]=[C:14]([NH:15][CH2:16][CH2:17][NH:36][C:30](=[O:31])[N:32]([CH3:34])[CH3:33])[C:9]=2[CH:8]=1. (3) Given the reactants [Cl:1][C:2]1[CH:3]=[C:4]2[C:9](=[CH:10][C:11]=1[C:12](O)=[O:13])[N:8]=[CH:7][N:6]=[C:5]2[NH:15][CH:16]([C:18]1[NH:22][C:21]2[CH:23]=[CH:24][C:25]([Cl:27])=[CH:26][C:20]=2[N:19]=1)[CH3:17].FC1C(OC(N(C)C)=[N+](C)C)=C(F)C(F)=C(F)C=1F.F[P-](F)(F)(F)(F)F.C(N(C(C)C)CC)(C)C.[CH2:63]([O:65][C:66]([C@@H:68]1[CH2:72][CH2:71][CH2:70][NH:69]1)=[O:67])[CH3:64], predict the reaction product. The product is: [Cl:1][C:2]1[CH:3]=[C:4]2[C:9](=[CH:10][C:11]=1[C:12]([N:69]1[CH2:70][CH2:71][CH2:72][C@H:68]1[C:66]([O:65][CH2:63][CH3:64])=[O:67])=[O:13])[N:8]=[CH:7][N:6]=[C:5]2[NH:15][CH:16]([C:18]1[NH:22][C:21]2[CH:23]=[CH:24][C:25]([Cl:27])=[CH:26][C:20]=2[N:19]=1)[CH3:17]. (4) Given the reactants [Cl:1][C:2]1[CH:14]=[N:13][C:5]2[NH:6][C:7]3[CH2:12][CH2:11][NH:10][CH2:9][C:8]=3[C:4]=2[CH:3]=1.CCN(C(C)C)C(C)C.[C:24]([C:26]1[CH:27]=[C:28]([CH:32]=[CH:33][CH:34]=1)[C:29](Cl)=[O:30])#[N:25].Cl.CCOCC, predict the reaction product. The product is: [ClH:1].[Cl:1][C:2]1[CH:14]=[N:13][C:5]2[NH:6][C:7]3[CH2:12][CH2:11][N:10]([C:29]([C:28]4[CH:27]=[C:26]([CH:34]=[CH:33][CH:32]=4)[C:24]#[N:25])=[O:30])[CH2:9][C:8]=3[C:4]=2[CH:3]=1. (5) Given the reactants Cl.Cl.[NH:3]1[C:11]2[C:6](=[CH:7][C:8]([C:12]3[C:20]4[C:15](=[N:16][CH:17]=[N:18][C:19]=4[NH2:21])[N:14]([CH3:22])[N:13]=3)=[CH:9][CH:10]=2)[CH2:5][CH2:4]1.[F:23][C:24]1[C:29]([F:30])=[CH:28][CH:27]=[CH:26][C:25]=1[CH2:31][C:32](O)=[O:33].CN(C(ON1N=NC2C=CC=NC1=2)=[N+](C)C)C.F[P-](F)(F)(F)(F)F.CCN(C(C)C)C(C)C, predict the reaction product. The product is: [F:23][C:24]1[C:29]([F:30])=[CH:28][CH:27]=[CH:26][C:25]=1[CH2:31][C:32]([N:3]1[C:11]2[C:6](=[CH:7][C:8]([C:12]3[C:20]4[C:15](=[N:16][CH:17]=[N:18][C:19]=4[NH2:21])[N:14]([CH3:22])[N:13]=3)=[CH:9][CH:10]=2)[CH2:5][CH2:4]1)=[O:33].